From a dataset of Reaction yield outcomes from USPTO patents with 853,638 reactions. Predict the reaction yield, written as a fraction of the theoretical maximum amount of product (1.0 means a 100% yield; for example, 0.34 means a 34% yield). (1) The reactants are C(OC(=O)[NH:7][C@H:8]([CH:11]([OH:28])[C:12]1[O:13][C:14]([C:17]2[CH:22]=[CH:21][C:20]([O:23][C:24]([F:27])([F:26])[F:25])=[CH:19][CH:18]=2)=[N:15][N:16]=1)[CH2:9][CH3:10])(C)(C)C.FC(F)(F)C(O)=O. The catalyst is ClCCl. The product is [NH2:7][CH:8]([CH2:9][CH3:10])[C@@H:11]([C:12]1[O:13][C:14]([C:17]2[CH:18]=[CH:19][C:20]([O:23][C:24]([F:25])([F:27])[F:26])=[CH:21][CH:22]=2)=[N:15][N:16]=1)[OH:28]. The yield is 0.960. (2) The reactants are [Cl-].O[NH3+:3].[C:4](=[O:7])([O-])[OH:5].[Na+].CS(C)=O.[CH2:13]([N:20]1[C:25](=[O:26])[C:24]([CH2:27][C:28]2[CH:33]=[CH:32][C:31]([C:34]3[C:35]([C:40]#[N:41])=[CH:36][CH:37]=[CH:38][CH:39]=3)=[CH:30][CH:29]=2)=[C:23]([CH2:42][CH2:43][CH2:44][CH3:45])[N:22]=[C:21]1[CH2:46][CH3:47])[C:14]1[CH:19]=[CH:18][CH:17]=[CH:16][CH:15]=1. The catalyst is C(OCC)(=O)C. The product is [CH2:13]([N:20]1[C:25](=[O:26])[C:24]([CH2:27][C:28]2[CH:33]=[CH:32][C:31]([C:34]3[CH:39]=[CH:38][CH:37]=[CH:36][C:35]=3[C:40]3[NH:3][C:4](=[O:7])[O:5][N:41]=3)=[CH:30][CH:29]=2)=[C:23]([CH2:42][CH2:43][CH2:44][CH3:45])[N:22]=[C:21]1[CH2:46][CH3:47])[C:14]1[CH:15]=[CH:16][CH:17]=[CH:18][CH:19]=1. The yield is 0.650. (3) The reactants are [C:1]12[C:7](=[CH:8][CH:9]=[CH:10][CH:11]=1)[NH:6]C(=O)[O:4][C:2]2=O.[CH3:13][NH:14][CH2:15][CH2:16][C:17]#[N:18].O. The catalyst is CN(C)C=O. The product is [NH2:6][C:7]1[CH:8]=[CH:9][CH:10]=[CH:11][C:1]=1[C:2]([N:14]([CH2:15][CH2:16][C:17]#[N:18])[CH3:13])=[O:4]. The yield is 1.00. (4) The yield is 0.320. The catalyst is C(OCC)(=O)C.[Pd]. The reactants are [O:1]1[C:5]2[CH:6]=[CH:7][C:8]([C:10]3([C:13]([NH:15][C:16]4[CH:17]=[C:18]5[C:22](=[C:23]([C:25]#[N:26])[CH:24]=4)[NH:21][C:20]([C:27]([CH3:30])([CH3:29])[CH3:28])=[CH:19]5)=[O:14])[CH2:12][CH2:11]3)=[CH:9][C:4]=2[O:3][CH2:2]1.[H][H]. The product is [NH2:26][CH2:25][C:23]1[CH:24]=[C:16]([NH:15][C:13]([C:10]2([C:8]3[CH:7]=[CH:6][C:5]4[O:1][CH2:2][O:3][C:4]=4[CH:9]=3)[CH2:11][CH2:12]2)=[O:14])[CH:17]=[C:18]2[C:22]=1[NH:21][C:20]([C:27]([CH3:30])([CH3:29])[CH3:28])=[CH:19]2. (5) The reactants are C=O.[Cl:3][C:4]1[CH:5]=[CH:6][C:7]2[CH2:8][NH:9][CH2:10][CH:11]([CH2:15][O:16][CH:17]([CH3:19])[CH3:18])[O:12][C:13]=2[N:14]=1.[C:20](O)(=O)C.C([BH3-])#N.[Na+]. The catalyst is CO. The product is [Cl:3][C:4]1[CH:5]=[CH:6][C:7]2[CH2:8][N:9]([CH3:20])[CH2:10][CH:11]([CH2:15][O:16][CH:17]([CH3:19])[CH3:18])[O:12][C:13]=2[N:14]=1. The yield is 0.900. (6) The reactants are [C:1]([OH:13])(=[O:12])[CH2:2][C:3]([CH2:8][C:9]([OH:11])=[O:10])([C:5]([OH:7])=[O:6])[OH:4].[CH3:14][C@@H:15]1[CH2:20][CH2:19][N:18]([C:21](=[O:25])[CH2:22][C:23]#[N:24])[CH2:17][C@@H:16]1[N:26]([CH3:36])[C:27]1[C:28]2[CH:35]=[CH:34][NH:33][C:29]=2[N:30]=[CH:31][N:32]=1. The catalyst is O.CO. The product is [C:1]([OH:13])(=[O:12])[CH2:2][C:3]([CH2:8][C:9]([OH:11])=[O:10])([C:5]([OH:7])=[O:6])[OH:4].[CH3:14][C@@H:15]1[CH2:20][CH2:19][N:18]([C:21](=[O:25])[CH2:22][C:23]#[N:24])[CH2:17][C@@H:16]1[N:26]([CH3:36])[C:27]1[C:28]2[CH:35]=[CH:34][NH:33][C:29]=2[N:30]=[CH:31][N:32]=1. The yield is 0.760. (7) The reactants are [C:1]([N:4]1[CH2:9][CH2:8][C:7]2[N:10]([CH2:23][CH:24](O)[CH2:25][N:26]3[CH2:31][CH2:30][N:29]([C:32]4[CH:39]=[CH:38][CH:37]=[CH:36][C:33]=4[C:34]#[N:35])[CH2:28][CH2:27]3)[N:11]=[C:12]([C:13]3[CH:18]=[CH:17][C:16]([C:19]([F:22])([F:21])[F:20])=[CH:15][CH:14]=3)[C:6]=2[CH2:5]1)(=[O:3])[CH3:2].CCN(S(F)(F)[F:47])CC.CO.C(Cl)Cl. The catalyst is C(Cl)Cl. The product is [C:1]([N:4]1[CH2:9][CH2:8][C:7]2[N:10]([CH2:23][CH:24]([F:47])[CH2:25][N:26]3[CH2:31][CH2:30][N:29]([C:32]4[CH:39]=[CH:38][CH:37]=[CH:36][C:33]=4[C:34]#[N:35])[CH2:28][CH2:27]3)[N:11]=[C:12]([C:13]3[CH:18]=[CH:17][C:16]([C:19]([F:22])([F:21])[F:20])=[CH:15][CH:14]=3)[C:6]=2[CH2:5]1)(=[O:3])[CH3:2]. The yield is 0.500. (8) The yield is 0.250. The reactants are [Cl:1][C:2]1[CH:41]=[CH:40][C:5]2[N:6](CC3C=CC(OC)=CC=3)[C:7](=[O:30])[CH:8]([CH2:21][CH2:22][C:23]3[CH:28]=[CH:27][CH:26]=[CH:25][C:24]=3[Cl:29])[N:9]=[C:10]([C:11]3[CH:12]=[C:13]4[NH:19][C:18](=[O:20])[NH:17][C:14]4=[N:15][CH:16]=3)[C:4]=2[CH:3]=1.[Cl-].[Al+3].[Cl-].[Cl-]. The catalyst is C1(OC)C=CC=CC=1. The product is [Cl:1][C:2]1[CH:41]=[CH:40][C:5]2[NH:6][C:7](=[O:30])[CH:8]([CH2:21][CH2:22][C:23]3[CH:28]=[CH:27][CH:26]=[CH:25][C:24]=3[Cl:29])[N:9]=[C:10]([C:11]3[CH:12]=[C:13]4[NH:19][C:18](=[O:20])[NH:17][C:14]4=[N:15][CH:16]=3)[C:4]=2[CH:3]=1. (9) No catalyst specified. The reactants are [O:1]=[C:2]1[C:10]2[C:5](=[N:6][C:7]([CH2:11][CH2:12][CH:13]=O)=[CH:8][CH:9]=2)[CH2:4][O:3]1.[CH3:15][NH:16][CH2:17][CH2:18][OH:19]. The yield is 0.610. The product is [OH:19][CH2:18][CH2:17][N:16]([CH3:15])[CH2:13][CH2:12][CH2:11][C:7]1[N:6]=[C:5]2[CH2:4][O:3][C:2](=[O:1])[C:10]2=[CH:9][CH:8]=1.